From a dataset of Full USPTO retrosynthesis dataset with 1.9M reactions from patents (1976-2016). Predict the reactants needed to synthesize the given product. (1) Given the product [N:1]([CH2:6][CH2:7][CH2:8][CH2:9][CH2:10][CH2:11][CH2:12][CH2:13][CH2:14][CH2:15][C:16]([NH:18][C@H:19]1[CH2:26][CH2:25][CH2:24][NH:23][C:21](=[O:22])[CH2:20]1)=[O:17])=[N+:2]=[N-:3], predict the reactants needed to synthesize it. The reactants are: [N-:1]=[N+:2]=[N-:3].[Na+].Br[CH2:6][CH2:7][CH2:8][CH2:9][CH2:10][CH2:11][CH2:12][CH2:13][CH2:14][CH2:15][C:16]([NH:18][C@H:19]1[CH2:26][CH2:25][CH2:24][NH:23][C:21](=[O:22])[CH2:20]1)=[O:17]. (2) Given the product [CH:30]([NH:29][C:27]1[CH:26]=[N:25][CH:24]=[C:23]([Sn:5]([CH2:1][CH2:2][CH2:3][CH3:4])([CH2:6][CH2:7][CH2:8][CH3:9])[CH2:10][CH2:11][CH2:12][CH3:13])[N:28]=1)([CH3:32])[CH3:31], predict the reactants needed to synthesize it. The reactants are: [CH2:1]([SnH:5]([CH2:10][CH2:11][CH2:12][CH3:13])[CH2:6][CH2:7][CH2:8][CH3:9])[CH2:2][CH2:3][CH3:4].[Li+].CC([N-]C(C)C)C.Cl[C:23]1[N:28]=[C:27]([NH:29][CH:30]([CH3:32])[CH3:31])[CH:26]=[N:25][CH:24]=1. (3) Given the product [NH2:1][C:4]1[CH:5]=[CH:6][C:7]2[CH2:13][CH2:12][CH2:11][CH2:10][N:9]([C:14](=[O:16])[CH3:15])[C:8]=2[CH:17]=1, predict the reactants needed to synthesize it. The reactants are: [N+:1]([C:4]1[CH:5]=[CH:6][C:7]2[CH2:13][CH2:12][CH2:11][CH2:10][N:9]([C:14](=[O:16])[CH3:15])[C:8]=2[CH:17]=1)([O-])=O. (4) The reactants are: C(=O)([O-])[O-].[K+].[K+].[Br:7][C:8]1[CH:13]=[CH:12][C:11]([OH:14])=[CH:10][CH:9]=1.Br[CH2:16][CH2:17][O:18][CH3:19]. Given the product [Br:7][C:8]1[CH:13]=[CH:12][C:11]([O:14][CH2:16][CH2:17][O:18][CH3:19])=[CH:10][CH:9]=1, predict the reactants needed to synthesize it. (5) Given the product [CH2:30]([N:27]1[C:22]2=[N:23][C:24]([CH2:25][CH3:26])=[C:19]([CH2:18][NH:17][C:15](=[O:16])[CH2:14][CH2:13][CH2:12][C:11]([NH:10][CH2:9][C:4]3[CH:3]=[C:2]([C:46]4[CH:45]=[CH:44][CH:43]=[C:42]([CH:40]=[O:41])[CH:47]=4)[C:7]([F:8])=[CH:6][CH:5]=3)=[O:39])[C:20]([NH:32][CH:33]3[CH2:38][CH2:37][O:36][CH2:35][CH2:34]3)=[C:21]2[CH:29]=[N:28]1)[CH3:31], predict the reactants needed to synthesize it. The reactants are: Br[C:2]1[CH:3]=[C:4]([CH2:9][NH:10][C:11](=[O:39])[CH2:12][CH2:13][CH2:14][C:15]([NH:17][CH2:18][C:19]2[C:20]([NH:32][CH:33]3[CH2:38][CH2:37][O:36][CH2:35][CH2:34]3)=[C:21]3[CH:29]=[N:28][N:27]([CH2:30][CH3:31])[C:22]3=[N:23][C:24]=2[CH2:25][CH3:26])=[O:16])[CH:5]=[CH:6][C:7]=1[F:8].[CH:40]([C:42]1[CH:43]=[C:44](B(O)O)[CH:45]=[CH:46][CH:47]=1)=[O:41].C([O-])([O-])=O.[Na+].[Na+].N#N. (6) Given the product [Br:1][C:2]1[C:3]([C:9]([F:12])([F:10])[F:11])=[CH:4][C:5]([NH:8][C:13](=[O:15])[CH3:14])=[N:6][CH:7]=1, predict the reactants needed to synthesize it. The reactants are: [Br:1][C:2]1[C:3]([C:9]([F:12])([F:11])[F:10])=[CH:4][C:5]([NH2:8])=[N:6][CH:7]=1.[C:13](OCC)(=[O:15])[CH3:14].C(OC(=O)C)(=O)C. (7) Given the product [CH3:43][C:32]1[CH:31]=[C:30]([S:29][CH2:2][CH2:3][CH:4]([C:9]2[S:10][C:11]3[CH:18]=[C:17]([C:19]([F:22])([F:21])[F:20])[CH:16]=[CH:15][C:12]=3[C:13]=2[CH3:14])[CH2:5][CH2:6][CH2:7][CH3:8])[CH:35]=[CH:34][C:33]=1[O:36][CH2:37][C:38]([O:40][CH2:41][CH3:42])=[O:39], predict the reactants needed to synthesize it. The reactants are: Br[CH2:2][CH2:3][CH:4]([C:9]1[S:10][C:11]2[CH:18]=[C:17]([C:19]([F:22])([F:21])[F:20])[CH:16]=[CH:15][C:12]=2[C:13]=1[CH3:14])[CH2:5][CH2:6][CH2:7][CH3:8].C(=O)([O-])[O-].[Cs+].[Cs+].[SH:29][C:30]1[CH:35]=[CH:34][C:33]([O:36][CH2:37][C:38]([O:40][CH2:41][CH3:42])=[O:39])=[C:32]([CH3:43])[CH:31]=1. (8) Given the product [OH:1][C:2]1[CH:3]=[C:4]2[C:9](=[CH:10][CH:11]=1)[CH2:8][CH:7]([C:12]([O:14][CH3:20])=[O:13])[CH2:6][CH2:5]2, predict the reactants needed to synthesize it. The reactants are: [OH:1][C:2]1[CH:3]=[C:4]2[C:9](=[CH:10][CH:11]=1)[CH2:8][CH:7]([C:12]([OH:14])=[O:13])[CH2:6][CH2:5]2.S(=O)(=O)(O)O.[CH3:20]O. (9) Given the product [OH:3][CH:4]1[CH2:9][CH2:8][N:7]([C:10]2[N:15]=[C:14]([C:16]([NH:18][C:19]3[C:20]([CH3:31])=[CH:21][C:22]([C:23]([OH:25])=[O:24])=[CH:28][C:29]=3[CH3:30])=[O:17])[C:13]([CH3:32])=[CH:12][CH:11]=2)[CH2:6][CH2:5]1, predict the reactants needed to synthesize it. The reactants are: [OH-].[Na+].[OH:3][CH:4]1[CH2:9][CH2:8][N:7]([C:10]2[N:15]=[C:14]([C:16]([NH:18][C:19]3[C:29]([CH3:30])=[CH:28][C:22]([C:23]([O:25]CC)=[O:24])=[CH:21][C:20]=3[CH3:31])=[O:17])[C:13]([CH3:32])=[CH:12][CH:11]=2)[CH2:6][CH2:5]1.CO. (10) Given the product [CH3:43][C:40]([O:39][C:37]([NH:36][C@@H:35]([CH2:34][CH2:33][C:32]([C:13]1[CH:14]=[CH:15][C:10]([O:9][CH2:8][C:3]2[CH:4]=[CH:5][CH:6]=[CH:7][C:2]=2[F:1])=[CH:11][C:12]=1[F:17])=[O:31])[C:44]([O:46][CH3:47])=[O:45])=[O:38])([CH3:41])[CH3:42], predict the reactants needed to synthesize it. The reactants are: [F:1][C:2]1[CH:7]=[CH:6][CH:5]=[CH:4][C:3]=1[CH2:8][O:9][C:10]1[CH:15]=[CH:14][C:13](Br)=[C:12]([F:17])[CH:11]=1.CN(CCN(C)C)C.C([Li])CCC.[O:31]=[C:32]1[N:36]([C:37]([O:39][C:40]([CH3:43])([CH3:42])[CH3:41])=[O:38])[C@H:35]([C:44]([O:46][CH3:47])=[O:45])[CH2:34][CH2:33]1.